This data is from Full USPTO retrosynthesis dataset with 1.9M reactions from patents (1976-2016). The task is: Predict the reactants needed to synthesize the given product. (1) Given the product [CH3:63][N:61]([CH3:62])[CH2:60][CH2:59][O:58][C:55]1[CH:56]=[CH:57][C:52]([CH2:51][C:50]([N:32]2[CH2:31][CH2:30][C:29]3[C:34](=[CH:35][C:36]([C:37]([N:39]4[C@H:48]([CH3:49])[CH2:47][C:46]5[C:41](=[CH:42][CH:43]=[CH:44][CH:45]=5)[CH2:40]4)=[O:38])=[C:27]([C:20]4[N:21]5[C:26]([CH2:25][CH2:24][CH2:23][CH2:22]5)=[C:18]([C:16]([N:15]([C:12]5[CH:11]=[CH:10][C:9]([OH:8])=[CH:14][CH:13]=5)[CH3:65])=[O:17])[CH:19]=4)[CH:28]=3)[CH2:33]2)=[O:64])=[CH:53][CH:54]=1, predict the reactants needed to synthesize it. The reactants are: C([O:8][C:9]1[CH:14]=[CH:13][C:12]([N:15]([CH3:65])[C:16]([C:18]2[CH:19]=[C:20]([C:27]3[CH:28]=[C:29]4[C:34](=[CH:35][C:36]=3[C:37]([N:39]3[C@H:48]([CH3:49])[CH2:47][C:46]5[C:41](=[CH:42][CH:43]=[CH:44][CH:45]=5)[CH2:40]3)=[O:38])[CH2:33][N:32]([C:50](=[O:64])[CH2:51][C:52]3[CH:57]=[CH:56][C:55]([O:58][CH2:59][CH2:60][N:61]([CH3:63])[CH3:62])=[CH:54][CH:53]=3)[CH2:31][CH2:30]4)[N:21]3[C:26]=2[CH2:25][CH2:24][CH2:23][CH2:22]3)=[O:17])=[CH:11][CH:10]=1)C1C=CC=CC=1. (2) The reactants are: [CH2:1]([O:3][NH2:4])[CH3:2].Cl.[Br:6][C:7]1[CH:8]=[CH:9][C:10]2[N:11]([CH3:20])[S:12](=[O:19])(=[O:18])[CH2:13][C:14](=O)[C:15]=2[N:16]=1. Given the product [Br:6][C:7]1[CH:8]=[CH:9][C:10]2[N:11]([CH3:20])[S:12](=[O:18])(=[O:19])[CH2:13][C:14](=[N:4][O:3][CH2:1][CH3:2])[C:15]=2[N:16]=1, predict the reactants needed to synthesize it. (3) Given the product [CH3:23][C:19]1[C:18]([C:24]([NH2:25])=[O:26])=[N:17][C:16]([C:13]2[CH:14]=[CH:15][C:10]([B:32]3[O:33][C:34]([CH3:36])([CH3:35])[C:30]([CH3:46])([CH3:29])[O:31]3)=[CH:11][CH:12]=2)=[C:21]([CH3:22])[N:20]=1, predict the reactants needed to synthesize it. The reactants are: ClCCl.FC(F)(F)S(O[C:10]1[CH:15]=[CH:14][C:13]([C:16]2[C:21]([CH3:22])=[N:20][C:19]([CH3:23])=[C:18]([C:24](=[O:26])[NH2:25])[N:17]=2)=[CH:12][CH:11]=1)(=O)=O.[CH3:29][C:30]1([CH3:46])[C:34]([CH3:36])([CH3:35])[O:33][B:32]([B:32]2[O:33][C:34]([CH3:36])([CH3:35])[C:30]([CH3:46])([CH3:29])[O:31]2)[O:31]1.C([O-])(=O)C.[K+].